Predict the reaction yield, written as a fraction of the theoretical maximum amount of product (1.0 means a 100% yield; for example, 0.34 means a 34% yield). From a dataset of Reaction yield outcomes from USPTO patents with 853,638 reactions. (1) The reactants are [CH3:1][C:2]1([C:8]([OH:10])=O)[CH2:7][CH2:6][O:5][CH2:4][CH2:3]1.C1C=CC2N(O)N=[N:17]C=2C=1.C(Cl)CCl. The catalyst is CC#N.[NH4+].[OH-]. The product is [CH3:1][C:2]1([C:8]([NH2:17])=[O:10])[CH2:7][CH2:6][O:5][CH2:4][CH2:3]1. The yield is 0.700. (2) The reactants are [Br:1][C:2]1[CH:3]=[C:4]([NH:10][C:11]2[N:16]=[CH:15][C:14]([N:17]3[CH2:22][CH2:21][N:20](C(OC(C)(C)C)=O)[CH2:19][C:18]3([CH3:31])[CH3:30])=[CH:13][CH:12]=2)[C:5](=[O:9])[N:6]([CH3:8])[CH:7]=1.Cl. The catalyst is ClCCl.C(OCC)C. The product is [Br:1][C:2]1[CH:3]=[C:4]([NH:10][C:11]2[CH:12]=[CH:13][C:14]([N:17]3[CH2:22][CH2:21][NH:20][CH2:19][C:18]3([CH3:31])[CH3:30])=[CH:15][N:16]=2)[C:5](=[O:9])[N:6]([CH3:8])[CH:7]=1. The yield is 0.950. (3) The reactants are [CH3:1][NH:2][CH2:3][CH2:4][N:5]1[CH2:10][CH2:9][CH2:8][CH2:7][C@H:6]1[C:11]([NH:13][CH2:14][CH2:15][O:16][CH2:17][CH2:18][O:19][CH2:20][CH2:21][O:22][CH2:23][CH2:24][O:25][CH2:26][CH2:27][O:28][CH2:29][CH2:30][O:31][CH2:32][CH2:33][O:34][CH2:35][CH2:36][O:37][CH3:38])=[O:12].[CH2:39]([N:41]([CH2:80][CH3:81])[C:42]1[CH:47]=[CH:46][C:45]([NH:48][C:49]([C:51]2[CH:52]=[C:53]([CH:57]=[CH:58][CH:59]=2)[C:54]([OH:56])=O)=[O:50])=[C:44]([C:60]2[CH:65]=[C:64]([C:66](=[O:79])[NH:67][CH2:68][C:69]3[CH:74]=[CH:73][CH:72]=[C:71]([C:75]([F:78])([F:77])[F:76])[CH:70]=3)[CH:63]=[CH:62][N:61]=2)[CH:43]=1)[CH3:40].CCN(C(C)C)C(C)C.CN(C(ON1N=NC2C=CC=NC1=2)=[N+](C)C)C.F[P-](F)(F)(F)(F)F. The catalyst is CN(C=O)C. The product is [CH3:38][O:37][CH2:36][CH2:35][O:34][CH2:33][CH2:32][O:31][CH2:30][CH2:29][O:28][CH2:27][CH2:26][O:25][CH2:24][CH2:23][O:22][CH2:21][CH2:20][O:19][CH2:18][CH2:17][O:16][CH2:15][CH2:14][NH:13][C:11]([C@@H:6]1[CH2:7][CH2:8][CH2:9][CH2:10][N:5]1[CH2:4][CH2:3][N:2]([CH3:1])[C:54](=[O:56])[C:53]1[CH:57]=[CH:58][CH:59]=[C:51]([C:49]([NH:48][C:45]2[CH:46]=[CH:47][C:42]([N:41]([CH2:39][CH3:40])[CH2:80][CH3:81])=[CH:43][C:44]=2[C:60]2[CH:65]=[C:64]([C:66](=[O:79])[NH:67][CH2:68][C:69]3[CH:74]=[CH:73][CH:72]=[C:71]([C:75]([F:76])([F:77])[F:78])[CH:70]=3)[CH:63]=[CH:62][N:61]=2)=[O:50])[CH:52]=1)=[O:12]. The yield is 0.520. (4) The reactants are Br[C:2]1[S:6][C:5]([CH2:7][O:8][C:9]2[C:10]([F:19])=[C:11]([C:15]([F:18])=[CH:16][CH:17]=2)[C:12]([NH2:14])=[O:13])=[N:4][C:3]=1[C:20]1[CH:25]=[CH:24][C:23]([O:26][CH3:27])=[CH:22][CH:21]=1.[N:28]1[CH:33]=[CH:32][CH:31]=[C:30](B(O)O)[CH:29]=1.P([O-])([O-])([O-])=O.[K+].[K+].[K+]. The catalyst is CN(C=O)C.O.[Pd+2].C1(P(C2C=CC=CC=2)C2C=CC=CC=2)C=CC=CC=1. The product is [F:19][C:10]1[C:9]([O:8][CH2:7][C:5]2[S:6][C:2]([C:30]3[CH:29]=[N:28][CH:33]=[CH:32][CH:31]=3)=[C:3]([C:20]3[CH:25]=[CH:24][C:23]([O:26][CH3:27])=[CH:22][CH:21]=3)[N:4]=2)=[CH:17][CH:16]=[C:15]([F:18])[C:11]=1[C:12]([NH2:14])=[O:13]. The yield is 0.500. (5) The product is [C:32]([O:36][C:37]([N:39]1[CH2:42][CH2:41][C@H:40]1[CH2:43][O:44][C:58]1[CH:59]=[N:60][CH:61]=[C:56]([C@H:54]2[CH2:55][C@@H:53]2[CH2:52][O:45][C:46]2[CH:51]=[CH:50][CH:49]=[CH:48][CH:47]=2)[CH:57]=1)=[O:38])([CH3:35])([CH3:34])[CH3:33]. The reactants are N(C(N1CCCCC1)=O)=NC(N1CCCCC1)=O.C(P(CCCC)CCCC)CCC.[C:32]([O:36][C:37]([N:39]1[CH2:42][CH2:41][C@@H:40]1[CH2:43][OH:44])=[O:38])([CH3:35])([CH3:34])[CH3:33].[O:45]([CH2:52][C@H:53]1[CH2:55][C@@H:54]1[C:56]1[CH:57]=[C:58](O)[CH:59]=[N:60][CH:61]=1)[C:46]1[CH:51]=[CH:50][CH:49]=[CH:48][CH:47]=1. The yield is 0.900. The catalyst is C1(C)C=CC=CC=1. (6) The reactants are [O:1]=[C:2]1[NH:10]/[C:9](=[N:11]\[N:12]=[CH:13][C:14]2[CH:19]=[CH:18][CH:17]=[CH:16][CH:15]=2)/[N:8]([CH2:20][CH2:21][CH2:22][CH2:23][CH3:24])[C:7]2[N:6]=[CH:5][NH:4][C:3]1=2. The catalyst is C(O)(=O)C. The product is [CH2:20]([N:8]1[C:7]2[N:6]=[CH:5][NH:4][C:3]=2[C:2](=[O:1])[N:10]2[C:13]([C:14]3[CH:15]=[CH:16][CH:17]=[CH:18][CH:19]=3)=[N:12][N:11]=[C:9]12)[CH2:21][CH2:22][CH2:23][CH3:24]. The yield is 0.220.